Dataset: Reaction yield outcomes from USPTO patents with 853,638 reactions. Task: Predict the reaction yield, written as a fraction of the theoretical maximum amount of product (1.0 means a 100% yield; for example, 0.34 means a 34% yield). (1) The reactants are [BH4-].[Na+].[CH3:3][C:4]1[N:5]=[CH:6][N:7]([C:9]2[CH:14]=[CH:13][C:12]([NH:15][CH:16]([CH3:28])[CH2:17][C:18]([NH:20][C:21](=[O:27])[O:22][C:23]([CH3:26])([CH3:25])[CH3:24])=O)=[CH:11][CH:10]=2)[CH:8]=1.O.O.O.O.O.O.[Cl-].[Mg+2].[Cl-].C(O)(=O)CC(CC(O)=O)(C(O)=O)O.Cl. The catalyst is C(O)C.O.C(Cl)Cl. The product is [CH3:28][C@H:16]1[CH2:17][C@@H:18]([NH:20][C:21](=[O:27])[O:22][C:23]([CH3:26])([CH3:25])[CH3:24])[C:13]2[C:12](=[CH:11][CH:10]=[C:9]([N:7]3[CH:8]=[C:4]([CH3:3])[N:5]=[CH:6]3)[CH:14]=2)[NH:15]1. The yield is 0.840. (2) The reactants are [CH2:1]([C:5]1[N:10]=[C:9]([CH2:11][CH2:12][O:13]C)[N:8]([C:15]2[CH:16]=[CH:17][C:18]3[O:22][CH2:21][CH2:20][C:19]=3[CH:23]=2)[C:7](=[O:24])[C:6]=1[CH2:25][C:26]1[CH:31]=[CH:30][C:29]([C:32]2[CH:37]=[CH:36][CH:35]=[CH:34][C:33]=2[C:38]2[NH:42][C:41](=[O:43])[O:40][N:39]=2)=[CH:28][CH:27]=1)[CH2:2][CH2:3][CH3:4].CC(=O)CC.Cl. The catalyst is O. The product is [CH2:1]([C:5]1[N:10]=[C:9]([CH2:11][CH2:12][OH:13])[N:8]([C:15]2[CH:16]=[CH:17][C:18]3[O:22][CH2:21][CH2:20][C:19]=3[CH:23]=2)[C:7](=[O:24])[C:6]=1[CH2:25][C:26]1[CH:31]=[CH:30][C:29]([C:32]2[CH:37]=[CH:36][CH:35]=[CH:34][C:33]=2[C:38]2[NH:42][C:41](=[O:43])[O:40][N:39]=2)=[CH:28][CH:27]=1)[CH2:2][CH2:3][CH3:4]. The yield is 0.590. (3) The reactants are C[O:2][C:3](=O)[CH:4]([CH:28]1[CH2:30][CH2:29]1)[O:5][C:6]1[CH:27]=[CH:26][C:9]2[C:10]3[N:14]([CH2:15][CH2:16][O:17][C:8]=2[CH:7]=1)[CH:13]=[C:12]([C:18]1[N:19]([CH:23]([CH3:25])[CH3:24])[N:20]=[CH:21][N:22]=1)[N:11]=3.[NH3:32]. The product is [CH:28]1([CH:4]([O:5][C:6]2[CH:27]=[CH:26][C:9]3[C:10]4[N:14]([CH:13]=[C:12]([C:18]5[N:19]([CH:23]([CH3:25])[CH3:24])[N:20]=[CH:21][N:22]=5)[N:11]=4)[CH2:15][CH2:16][O:17][C:8]=3[CH:7]=2)[C:3]([NH2:32])=[O:2])[CH2:29][CH2:30]1. The catalyst is CO. The yield is 0.500. (4) The reactants are [Cl:1][C:2]1[CH:7]=[CH:6][CH:5]=[C:4]([Cl:8])[C:3]=1[C:9]1[C:13]([CH2:14][O:15][C:16]2[CH:17]=[C:18]3[C:22](=[CH:23][CH:24]=2)[N:21](C(OC(C)(C)C)=O)[C:20]([C:32]2[CH:37]=[CH:36][CH:35]=[C:34]([C:38]([O:40]CC)=[O:39])[CH:33]=2)=[CH:19]3)=[C:12]([CH:43]([CH3:45])[CH3:44])[O:11][N:10]=1.[OH-].[Na+]. The catalyst is O1CCOCC1.C(O)C. The product is [Cl:8][C:4]1[CH:5]=[CH:6][CH:7]=[C:2]([Cl:1])[C:3]=1[C:9]1[C:13]([CH2:14][O:15][C:16]2[CH:17]=[C:18]3[C:22](=[CH:23][CH:24]=2)[NH:21][C:20]([C:32]2[CH:33]=[C:34]([CH:35]=[CH:36][CH:37]=2)[C:38]([OH:40])=[O:39])=[CH:19]3)=[C:12]([CH:43]([CH3:45])[CH3:44])[O:11][N:10]=1. The yield is 0.180. (5) The reactants are COC(=O)[O:4][C:5]1[CH:10]=[C:9]([N+:11]([O-:13])=[O:12])[C:8]([C:14]([CH3:17])([CH3:16])[CH3:15])=[CH:7][C:6]=1[C:18]([CH3:21])([CH3:20])[CH3:19].COC(=O)OC1C([N+]([O-])=O)=CC(C(C)(C)C)=CC=1C(C)(C)C.[OH-].[K+].Cl. The catalyst is CO. The product is [C:18]([C:6]1[CH:7]=[C:8]([C:14]([CH3:16])([CH3:15])[CH3:17])[C:9]([N+:11]([O-:13])=[O:12])=[CH:10][C:5]=1[OH:4])([CH3:19])([CH3:20])[CH3:21]. The yield is 0.290. (6) The reactants are [NH2:1][C:2]1[CH:7]=[C:6]([Cl:8])[CH:5]=[CH:4][C:3]=1[S:9][CH2:10][CH2:11][C:12]([N:14]1[CH2:18][CH2:17][CH2:16][CH2:15]1)=[O:13].[Cl:19][C:20]1[CH:25]=[CH:24][C:23]([S:26](Cl)(=[O:28])=[O:27])=[CH:22][C:21]=1[C:30]([F:33])([F:32])[F:31]. The catalyst is N1C=CC=CC=1. The product is [Cl:19][C:20]1[CH:25]=[CH:24][C:23]([S:26]([NH:1][C:2]2[CH:7]=[C:6]([Cl:8])[CH:5]=[CH:4][C:3]=2[S:9][CH2:10][CH2:11][C:12](=[O:13])[N:14]2[CH2:15][CH2:16][CH2:17][CH2:18]2)(=[O:27])=[O:28])=[CH:22][C:21]=1[C:30]([F:33])([F:31])[F:32]. The yield is 0.170.